Dataset: Reaction yield outcomes from USPTO patents with 853,638 reactions. Task: Predict the reaction yield, written as a fraction of the theoretical maximum amount of product (1.0 means a 100% yield; for example, 0.34 means a 34% yield). (1) The product is [O:32]=[C:26]1[CH:25]([N:18]2[C:17](=[O:33])[C:16]3[C:20](=[CH:21][CH:22]=[CH:23][C:15]=3[CH2:14][NH:13][C:39]([C:35]3[O:34][CH:38]=[CH:37][CH:36]=3)=[O:40])[C:19]2=[O:24])[CH2:30][CH2:29][C:28](=[O:31])[NH:27]1. The yield is 0.730. The reactants are N12CCCN=C1CCCCC2.Cl.[NH2:13][CH2:14][C:15]1[CH:23]=[CH:22][CH:21]=[C:20]2[C:16]=1[C:17](=[O:33])[N:18]([CH:25]1[CH2:30][CH2:29][C:28](=[O:31])[NH:27][C:26]1=[O:32])[C:19]2=[O:24].[O:34]1[CH:38]=[CH:37][CH:36]=[C:35]1[C:39](Cl)=[O:40]. The catalyst is CC#N. (2) The reactants are [H-].[H-].[H-].[H-].[Li+].[Al+3].[CH2:7]([C:10]1[CH:18]=[CH:17][C:13]([C:14](O)=[O:15])=[CH:12][CH:11]=1)[CH2:8][CH3:9].O.[OH-].[K+]. The catalyst is CCOCC. The product is [CH2:7]([C:10]1[CH:18]=[CH:17][C:13]([CH2:14][OH:15])=[CH:12][CH:11]=1)[CH2:8][CH3:9]. The yield is 0.950.